Dataset: Reaction yield outcomes from USPTO patents with 853,638 reactions. Task: Predict the reaction yield, written as a fraction of the theoretical maximum amount of product (1.0 means a 100% yield; for example, 0.34 means a 34% yield). (1) The reactants are [OH:1][C:2]1[CH:3]=[C:4]([C:8]2[CH:9]([C:20]3[CH:25]=[CH:24][C:23]([I:26])=[CH:22][CH:21]=3)[O:10][C:11]3[C:16]([C:17]=2[CH3:18])=[CH:15][CH:14]=[CH:13][C:12]=3[OH:19])[CH:5]=[CH:6][CH:7]=1.[O:27]1[CH:32]=[CH:31][CH2:30][CH2:29][CH2:28]1.[C:47]1(C)[CH:48]=[CH:49]C(S([O-])(=[O:40])=[O:40])=[CH:45][CH:46]=1.[NH+]1[CH:49]=[CH:48][CH:47]=[CH:46][CH:45]=1. The catalyst is ClCCl. The product is [I:26][C:23]1[CH:22]=[CH:21][C:20]([CH:9]2[C:8]([C:4]3[CH:5]=[CH:6][CH:7]=[C:2]([O:1][CH:32]4[CH2:31][CH2:30][CH2:29][CH2:28][O:27]4)[CH:3]=3)=[C:17]([CH3:18])[C:16]3[C:11](=[C:12]([O:19][CH:49]4[CH2:48][CH2:47][CH2:46][CH2:45][O:40]4)[CH:13]=[CH:14][CH:15]=3)[O:10]2)=[CH:25][CH:24]=1. The yield is 0.693. (2) The reactants are C(OC(=O)[NH:10][C:11]1[C:12]([C:27]([NH:29][C:30]2[CH:31]=[N:32][CH:33]=[CH:34][C:35]=2[N:36]2[CH2:41][C@H:40]([CH3:42])[C@H:39]([N:43]3[CH:47]=[CH:46][N:45]=[N:44]3)[C@H:38]([NH:48]C(OC(C)(C)C)=O)[CH2:37]2)=[O:28])=[N:13][C:14]2[C:19]([CH:20]=1)=[CH:18][CH:17]=[C:16]([C:21]1[CH2:22][CH2:23][O:24][CH2:25][CH:26]=1)[CH:15]=2)C1C=CC=CC=1.C1COCC1.Cl.O1CCOCC1. The catalyst is CO. The product is [NH2:10][C:11]1[C:12]([C:27]([NH:29][C:30]2[CH:31]=[N:32][CH:33]=[CH:34][C:35]=2[N:36]2[CH2:41][C@H:40]([CH3:42])[C@H:39]([N:43]3[CH:47]=[CH:46][N:45]=[N:44]3)[C@H:38]([NH2:48])[CH2:37]2)=[O:28])=[N:13][C:14]2[C:19]([CH:20]=1)=[CH:18][CH:17]=[C:16]([CH:21]1[CH2:26][CH2:25][O:24][CH2:23][CH2:22]1)[CH:15]=2. The yield is 0.650. (3) The reactants are [Cl:1][C:2]1[CH:7]=[CH:6][CH:5]=[C:4]([F:8])[C:3]=1[CH:9]([OH:33])[CH2:10][C:11]1[CH:16]=[C:15]([C:17]2[N:21]([CH2:22][CH3:23])[N:20]=[C:19]([C:24]3[CH:29]=[N:28][CH:27]=[CH:26][N:25]=3)[N:18]=2)[CH:14]=[CH:13][C:12]=1[N+:30]([O-:32])=[O:31].CC(OI1(OC(C)=O)(OC(C)=O)OC(=O)C2C=CC=CC1=2)=O. The catalyst is ClCCl. The product is [Cl:1][C:2]1[CH:7]=[CH:6][CH:5]=[C:4]([F:8])[C:3]=1[C:9](=[O:33])[CH2:10][C:11]1[CH:16]=[C:15]([C:17]2[N:21]([CH2:22][CH3:23])[N:20]=[C:19]([C:24]3[CH:29]=[N:28][CH:27]=[CH:26][N:25]=3)[N:18]=2)[CH:14]=[CH:13][C:12]=1[N+:30]([O-:32])=[O:31]. The yield is 0.960. (4) The reactants are [CH2:1]([O:8][C:9]1[CH:14]=[CH:13][C:12]([C:15]2(O)[CH2:20][CH2:19][N:18](C(OC(C)(C)C)=O)[CH2:17][CH2:16]2)=[CH:11][CH:10]=1)[CH2:2][CH2:3][CH2:4][CH2:5][CH2:6][CH3:7].C([SiH](CC)CC)C.FC(F)(F)C(O)=O. The catalyst is C(Cl)Cl. The product is [CH2:1]([O:8][C:9]1[CH:14]=[CH:13][C:12]([CH:15]2[CH2:20][CH2:19][NH:18][CH2:17][CH2:16]2)=[CH:11][CH:10]=1)[CH2:2][CH2:3][CH2:4][CH2:5][CH2:6][CH3:7]. The yield is 0.580.